This data is from Reaction yield outcomes from USPTO patents with 853,638 reactions. The task is: Predict the reaction yield, written as a fraction of the theoretical maximum amount of product (1.0 means a 100% yield; for example, 0.34 means a 34% yield). (1) The reactants are [Cl:1][C:2]1[CH:7]=[CH:6][N:5]=[C:4]([CH3:8])[C:3]=1[O:9][CH3:10].[OH:11]O. The catalyst is C(O)(=O)C. The product is [Cl:1][C:2]1[CH:7]=[CH:6][N+:5]([O-:11])=[C:4]([CH3:8])[C:3]=1[O:9][CH3:10]. The yield is 0.900. (2) The yield is 1.00. The catalyst is C(O)(C(F)(F)F)=O. The product is [CH3:5][C:6]1[CH:17]=[CH:16][C:9]2[N:10]=[C:11]([OH:2])[N:12]=[N+:13]([O-:14])[C:8]=2[CH:7]=1. The reactants are N([O-])=[O:2].[Na+].[CH3:5][C:6]1[CH:17]=[CH:16][C:9]2[N:10]=[C:11](N)[N:12]=[N+:13]([O-:14])[C:8]=2[CH:7]=1. (3) The reactants are Br[C:2]1[CH:7]=[CH:6][C:5]([Cl:8])=[CH:4][CH:3]=1.C([Li])CCC.[C:14]([O:18][C:19]([N:21]1[CH2:26][CH2:25][C:24](=[O:27])[C:23]([CH3:29])([CH3:28])[CH2:22]1)=[O:20])([CH3:17])([CH3:16])[CH3:15]. The catalyst is C1COCC1. The product is [C:14]([O:18][C:19]([N:21]1[CH2:26][CH2:25][C:24]([C:2]2[CH:7]=[CH:6][C:5]([Cl:8])=[CH:4][CH:3]=2)([OH:27])[C:23]([CH3:29])([CH3:28])[CH2:22]1)=[O:20])([CH3:17])([CH3:15])[CH3:16]. The yield is 0.670. (4) The reactants are Cl[C:2]1[C:7](Cl)=[CH:6][CH:5]=[CH:4][C:3]=1[N:9]1[CH2:15][CH2:14][CH2:13][N:12]([CH2:16][CH2:17][CH2:18][CH2:19][O:20][C:21]2[CH:30]=[C:29]3[C:24]([CH:25]=[CH:26][C:27](=[O:31])[NH:28]3)=[CH:23][CH:22]=2)[CH2:11][CH2:10]1.[Na+].[I-].Cl.[CH:35]([O:38]C1C=CC=CC=1N1CCCNCC1)([CH3:37])[CH3:36].C([O-])([O-])=O.[K+].[K+]. The catalyst is CC#N.O. The product is [CH:35]([O:38][C:2]1[CH:7]=[CH:6][CH:5]=[CH:4][C:3]=1[N:9]1[CH2:15][CH2:14][CH2:13][N:12]([CH2:16][CH2:17][CH2:18][CH2:19][O:20][C:21]2[CH:30]=[C:29]3[C:24]([CH2:25][CH2:26][C:27](=[O:31])[NH:28]3)=[CH:23][CH:22]=2)[CH2:11][CH2:10]1)([CH3:37])[CH3:36]. The yield is 0.720.